This data is from Full USPTO retrosynthesis dataset with 1.9M reactions from patents (1976-2016). The task is: Predict the reactants needed to synthesize the given product. Given the product [CH3:24][O:23][C:21](=[O:22])[CH2:20][CH2:19][CH2:18][CH2:17][N:12]1[C:11]2[CH:10]=[CH:9][CH:8]=[CH:7][C:6]=2[C:5]2[C:13]1=[CH:1][CH:2]=[CH:3][CH:4]=2, predict the reactants needed to synthesize it. The reactants are: [CH:1]1[C:13]2[NH:12][C:11]3[C:6](=[CH:7][CH:8]=[CH:9][CH:10]=3)[C:5]=2[CH:4]=[CH:3][CH:2]=1.[H-].[Na+].Br[CH2:17][CH2:18][CH2:19][CH2:20][C:21]([O:23][CH2:24]C)=[O:22].